From a dataset of Full USPTO retrosynthesis dataset with 1.9M reactions from patents (1976-2016). Predict the reactants needed to synthesize the given product. (1) Given the product [CH3:1][C:2]1([C:14]([O:16][C:30]([CH3:33])([CH3:32])[CH3:31])=[O:15])[CH2:11][CH:10]2[CH2:12][CH:3]1[CH:4]1[CH:9]2[CH:8]2[CH2:13][CH:5]1[CH:6]=[CH:7]2, predict the reactants needed to synthesize it. The reactants are: [CH3:1][C:2]1([C:14]([OH:16])=[O:15])[CH2:11][CH:10]2[CH2:12][CH:3]1[CH:4]1[CH:9]2[CH:8]2[CH2:13][CH:5]1[CH:6]=[CH:7]2.FC(F)(F)C(OC(=O)C(F)(F)F)=O.[C:30](O)([CH3:33])([CH3:32])[CH3:31].[OH-].[Na+]. (2) Given the product [CH3:31][O:32][C:33](=[O:34])[CH2:35][CH2:36][C:37]1[CH:38]=[CH:39][C:40]([C:4]2[CH:5]=[CH:6][C:7]([CH:8]([CH3:22])[C:9]([C:15]3[CH:20]=[CH:19][N:18]=[C:17]([Cl:21])[CH:16]=3)([OH:14])[C:10]([F:12])([F:11])[F:13])=[C:2]([Cl:1])[CH:3]=2)=[CH:41][CH:42]=1, predict the reactants needed to synthesize it. The reactants are: [Cl:1][C:2]1[CH:3]=[C:4](OS(C(F)(F)F)(=O)=O)[CH:5]=[CH:6][C:7]=1[CH:8]([CH3:22])[C:9]([C:15]1[CH:20]=[CH:19][N:18]=[C:17]([Cl:21])[CH:16]=1)([OH:14])[C:10]([F:13])([F:12])[F:11].[CH3:31][O:32][C:33]([CH2:35][CH2:36][C:37]1[CH:42]=[CH:41][C:40](B(O)O)=[CH:39][CH:38]=1)=[O:34].[O-]P([O-])([O-])=O.[K+].[K+].[K+].S(Cl)(Cl)=O.C([O-])(O)=O.[Na+].